From a dataset of Forward reaction prediction with 1.9M reactions from USPTO patents (1976-2016). Predict the product of the given reaction. (1) The product is: [Cl:1][C:2]1[CH:3]=[C:4]2[C:9](=[CH:10][C:11]=1[O:12][CH:13]([CH3:15])[CH3:14])[N:8]=[C:7]([O:16][CH3:17])[C:6]([CH:18]([OH:19])[CH3:20])=[CH:5]2. Given the reactants [Cl:1][C:2]1[CH:3]=[C:4]2[C:9](=[CH:10][C:11]=1[O:12][CH:13]([CH3:15])[CH3:14])[N:8]=[C:7]([O:16][CH3:17])[C:6]([CH:18]=[O:19])=[CH:5]2.[CH3:20][Mg]Cl, predict the reaction product. (2) Given the reactants FC(F)(F)C(O)=O.[Cl:8][C:9]1[C:10]([NH:35][C:36](=[O:46])[CH2:37][C@@H:38]([CH3:45])[C:39]2[CH:44]=[CH:43][CH:42]=[CH:41][CH:40]=2)=[C:11]2[C:16](=[CH:17][CH:18]=1)[N:15]=[C:14]([N:19]1[CH2:23][CH2:22][C@H:21]([NH:24][CH2:25][CH2:26][O:27][Si](C(C)(C)C)(C)C)[CH2:20]1)[CH:13]=[CH:12]2, predict the reaction product. The product is: [NH3:15].[ClH:8].[ClH:8].[Cl:8][C:9]1[C:10]([NH:35][C:36](=[O:46])[CH2:37][C@@H:38]([CH3:45])[C:39]2[CH:44]=[CH:43][CH:42]=[CH:41][CH:40]=2)=[C:11]2[C:16](=[CH:17][CH:18]=1)[N:15]=[C:14]([N:19]1[CH2:23][CH2:22][C@H:21]([NH:24][CH2:25][CH2:26][OH:27])[CH2:20]1)[CH:13]=[CH:12]2. (3) The product is: [CH2:10]([O:12][C:13]1[NH:1][C:2]2=[N:3][CH:4]=[CH:5][C:6]([CH3:9])=[C:7]2[N:8]=1)[CH3:11]. Given the reactants [NH2:1][C:2]1[C:7]([NH2:8])=[C:6]([CH3:9])[CH:5]=[CH:4][N:3]=1.[CH2:10]([O:12][C:13](OCC)(OCC)OCC)[CH3:11].C(OC(C)C)(C)C, predict the reaction product. (4) Given the reactants [C:1]([O:4][CH2:5][C:6]([C:19]1[CH:24]=[CH:23][C:22]([S:25]([CH3:28])(=[O:27])=[O:26])=[CH:21][CH:20]=1)=[C:7]([C:11]1[CH:16]=[CH:15][C:14]([F:17])=[C:13]([F:18])[CH:12]=1)[C:8]([OH:10])=[O:9])(=[O:3])[CH3:2].[C:29]([Si:33]([CH3:59])([CH3:58])[O:34][CH2:35][C:36]([C:50]1[CH:55]=[CH:54][C:53]([F:56])=[C:52]([F:57])[CH:51]=1)=[C:37]([C:40]1[CH:45]=[CH:44][C:43]([S:46]([CH3:49])(=[O:48])=[O:47])=[CH:42][CH:41]=1)[CH2:38]O)([CH3:32])([CH3:31])[CH3:30].C1(P(C2C=CC=CC=2)C2C=CC=CC=2)C=CC=CC=1, predict the reaction product. The product is: [C:29]([Si:33]([CH3:58])([CH3:59])[O:34][CH2:35][C:36]([C:50]1[CH:55]=[CH:54][C:53]([F:56])=[C:52]([F:57])[CH:51]=1)=[C:37]([C:40]1[CH:45]=[CH:44][C:43]([S:46]([CH3:49])(=[O:48])=[O:47])=[CH:42][CH:41]=1)[CH2:38][O:9][C:8](=[O:10])[C:7]([C:11]1[CH:16]=[CH:15][C:14]([F:17])=[C:13]([F:18])[CH:12]=1)=[C:6]([C:19]1[CH:20]=[CH:21][C:22]([S:25]([CH3:28])(=[O:26])=[O:27])=[CH:23][CH:24]=1)[CH2:5][O:4][C:1](=[O:3])[CH3:2])([CH3:31])([CH3:32])[CH3:30].